Dataset: Forward reaction prediction with 1.9M reactions from USPTO patents (1976-2016). Task: Predict the product of the given reaction. (1) Given the reactants [CH3:1][N:2]1[C:6](O)=[CH:5][C:4]([C:8]2[CH:13]=[CH:12][CH:11]=[CH:10][N:9]=2)=[N:3]1.P(Br)(Br)([Br:16])=O, predict the reaction product. The product is: [Br:16][C:6]1[N:2]([CH3:1])[N:3]=[C:4]([C:8]2[CH:13]=[CH:12][CH:11]=[CH:10][N:9]=2)[CH:5]=1. (2) Given the reactants [CH3:1][C:2]1[CH:11]=[CH:10][C:9]2[C:4](=[CH:5][CH:6]=[CH:7][C:8]=2[N:12]2[CH2:17][CH2:16][N:15]([CH2:18][CH2:19][C:20]3[CH:21]=[C:22]([CH:24]=[CH:25][CH:26]=3)[NH2:23])[CH2:14][CH2:13]2)[N:3]=1.[CH3:27][C:28]1[C:32]([C:33](O)=[O:34])=[C:31]([CH3:36])[O:30][N:29]=1, predict the reaction product. The product is: [CH3:27][C:28]1[C:32]([C:33]([NH:23][C:22]2[CH:24]=[CH:25][CH:26]=[C:20]([CH2:19][CH2:18][N:15]3[CH2:14][CH2:13][N:12]([C:8]4[CH:7]=[CH:6][CH:5]=[C:4]5[C:9]=4[CH:10]=[CH:11][C:2]([CH3:1])=[N:3]5)[CH2:17][CH2:16]3)[CH:21]=2)=[O:34])=[C:31]([CH3:36])[O:30][N:29]=1.